Dataset: CYP2C9 substrate classification data from Carbon-Mangels et al.. Task: Regression/Classification. Given a drug SMILES string, predict its absorption, distribution, metabolism, or excretion properties. Task type varies by dataset: regression for continuous measurements (e.g., permeability, clearance, half-life) or binary classification for categorical outcomes (e.g., BBB penetration, CYP inhibition). Dataset: cyp2c9_substrate_carbonmangels. (1) The molecule is CN(C)CCc1c[nH]c2ccc(CS(=O)(=O)N3CCCC3)cc12. The result is 0 (non-substrate). (2) The drug is N#Cc1ccc([C@H]2CCCc3cncn32)cc1. The result is 0 (non-substrate). (3) The compound is Cc1c(N(C)C)c(=O)n(-c2ccccc2)n1C. The result is 1 (substrate). (4) The molecule is CC(C)(C)c1ccc([C@H](O)CCCN2CCC(C(O)(c3ccccc3)c3ccccc3)CC2)cc1. The result is 0 (non-substrate). (5) The molecule is OC(Cn1cncn1)(Cn1cncn1)c1ccc(F)cc1F. The result is 0 (non-substrate). (6) The compound is CCOc1ccc2ccccc2c1C(=O)N[C@@H]1C(=O)N2[C@@H](C(=O)O)C(C)(C)S[C@H]12. The result is 0 (non-substrate). (7) The drug is C[C@H](CN(C)C)CN1c2ccccc2S(=O)(=O)c2ccccc21. The result is 0 (non-substrate). (8) The result is 0 (non-substrate). The compound is Cc1ccc(C(=O)[C@H](C)CN2CCCCC2)cc1.